From a dataset of Forward reaction prediction with 1.9M reactions from USPTO patents (1976-2016). Predict the product of the given reaction. (1) Given the reactants C([O:5][C:6]([CH2:8][N:9]([S:40]([C:43]1[CH:48]=[C:47]([Cl:49])[CH:46]=[C:45]([Cl:50])[CH:44]=1)(=[O:42])=[O:41])[C:10]1[CH:11]=[C:12]2[C:16](=[CH:17][CH:18]=1)[N:15]([C:19]1[CH:20]=[C:21]([CH:37]=[CH:38][CH:39]=1)[C:22]([N:24]1[CH2:29][CH2:28][N:27](C(OC(C)(C)C)=O)[CH2:26][CH2:25]1)=[O:23])[CH:14]=[CH:13]2)=[O:7])(C)(C)C.C(OCC)C, predict the reaction product. The product is: [Cl:49][C:47]1[CH:48]=[C:43]([S:40]([N:9]([CH2:8][C:6]([OH:7])=[O:5])[C:10]2[CH:11]=[C:12]3[C:16](=[CH:17][CH:18]=2)[N:15]([C:19]2[CH:39]=[CH:38][CH:37]=[C:21]([C:22]([N:24]4[CH2:29][CH2:28][NH:27][CH2:26][CH2:25]4)=[O:23])[CH:20]=2)[CH:14]=[CH:13]3)(=[O:42])=[O:41])[CH:44]=[C:45]([Cl:50])[CH:46]=1. (2) Given the reactants [CH3:1][NH:2][CH3:3].Cl[C:5]1[CH:10]=[C:9]([Cl:11])[N:8]=[C:7]([NH:12][C:13]2[CH:18]=[CH:17][CH:16]=[CH:15][CH:14]=2)[N:6]=1, predict the reaction product. The product is: [Cl:11][C:9]1[N:12]([C:13]2[CH:18]=[CH:17][CH:16]=[CH:15][CH:14]=2)[CH:7]([NH2:8])[N:6]=[C:5]([N:2]([CH3:3])[CH3:1])[CH:10]=1. (3) Given the reactants [C:1]([CH:3]1[CH:8]2[CH:4]1[CH2:5][N:6]([C:9]([O:11][C:12]([CH3:15])([CH3:14])[CH3:13])=[O:10])[CH2:7]2)#[N:2].F[C:17]1C=CC=C[N:18]=1.C[Si]([N-][Si](C)(C)C)(C)C.[K+].[C:33]1(C)C=C[CH:36]=[CH:35][CH:34]=1, predict the reaction product. The product is: [C:12]([O:11][C:9]([N:6]1[CH2:5][CH:4]2[CH:8]([C:3]2([C:17]#[N:18])[C:1]2[CH:36]=[CH:35][CH:34]=[CH:33][N:2]=2)[CH2:7]1)=[O:10])([CH3:15])([CH3:14])[CH3:13]. (4) Given the reactants [OH:1][CH2:2][C:3]1[CH:11]=[CH:10][C:6]([C:7]([OH:9])=O)=[C:5]([C:12]2[CH:17]=[CH:16][CH:15]=[CH:14][C:13]=2[CH3:18])[CH:4]=1.Cl.[CH3:20][O:21][C:22](=[O:29])[C@H:23]([CH2:25][CH2:26][S:27][CH3:28])[NH2:24].ON1C2C=CC=CC=2N=N1.C(N=C=NCCCN(C)C)C.C(N(CC)CC)C, predict the reaction product. The product is: [CH3:20][O:21][C:22](=[O:29])[C@H:23]([CH2:25][CH2:26][S:27][CH3:28])[NH:24][C:7](=[O:9])[C:6]1[CH:10]=[CH:11][C:3]([CH2:2][OH:1])=[CH:4][C:5]=1[C:12]1[CH:17]=[CH:16][CH:15]=[CH:14][C:13]=1[CH3:18].